Predict which catalyst facilitates the given reaction. From a dataset of Catalyst prediction with 721,799 reactions and 888 catalyst types from USPTO. (1) Reactant: N1CC=C([C:7]2[C:28]([C:29]([F:32])([F:31])[F:30])=[CH:27][CH:26]=[CH:25][C:8]=2[C:9]([NH:11][C:12]([NH:14][C:15]([O:17][CH2:18][C:19]2[CH:24]=[CH:23][CH:22]=[CH:21][CH:20]=2)=[O:16])=[NH:13])=[O:10])CC1.Cl.C([N:36]=[C:37]=[N:38][CH2:39][CH2:40][CH2:41][N:42]([CH3:44])[CH3:43])C.[OH:45]N1C2C=CC=CC=2N=N1.[CH:55](N(CC)C(C)C)([CH3:57])[CH3:56]. Product: [N:38]1[CH:39]=[C:40]([C:41]([N:42]2[CH2:43][CH:57]=[C:55]([C:27]3[CH:26]=[CH:25][C:8]([C:9]([NH:11][C:12]([NH:14][C:15]([O:17][CH2:18][C:19]4[CH:20]=[CH:21][CH:22]=[CH:23][CH:24]=4)=[O:16])=[NH:13])=[O:10])=[CH:7][C:28]=3[C:29]([F:31])([F:32])[F:30])[CH2:56][CH2:44]2)=[O:45])[NH:36][CH:37]=1. The catalyst class is: 96. (2) Reactant: Cl.Cl.[CH2:3]([CH:5]1[C:10]2[N:11]=[CH:12][NH:13][C:9]=2[CH2:8][CH2:7][NH:6]1)[CH3:4].C([O-])([O-])=O.[K+].[K+].Cl[C:21]([O:23][CH2:24][CH2:25][O:26][CH3:27])=[O:22].Cl. Product: [CH2:3]([CH:5]1[C:10]2[N:11]=[CH:12][NH:13][C:9]=2[CH2:8][CH2:7][N:6]1[C:21]([O:23][CH2:24][CH2:25][O:26][CH3:27])=[O:22])[CH3:4]. The catalyst class is: 408. (3) Reactant: [NH2:1][C:2]1[NH:7][C:6](=[S:8])[C:5]([C:9]#[N:10])=[C:4]([C:11]2[O:12][CH:13]=[CH:14][CH:15]=2)[CH:3]=1.[CH3:16][O-].[Na+].CI. Product: [NH2:1][C:2]1[CH:3]=[C:4]([C:11]2[O:12][CH:13]=[CH:14][CH:15]=2)[C:5]([C:9]#[N:10])=[C:6]([S:8][CH3:16])[N:7]=1. The catalyst class is: 5. (4) Reactant: [F:1][C:2]1[CH:7]=[CH:6][C:5]([N:8]2[C:16]3[C:11](=[CH:12][C:13]([O:17][C@H:18]([C:22]4[CH:27]=[CH:26][CH:25]=[CH:24][CH:23]=4)[C@@H:19]([NH2:21])[CH3:20])=[CH:14][CH:15]=3)[CH:10]=[N:9]2)=[CH:4][CH:3]=1.C(N(CC)CC)C.[CH2:35]([S:38](Cl)(=[O:40])=[O:39])[CH2:36][CH3:37]. Product: [F:1][C:2]1[CH:3]=[CH:4][C:5]([N:8]2[C:16]3[C:11](=[CH:12][C:13]([O:17][C@H:18]([C:22]4[CH:23]=[CH:24][CH:25]=[CH:26][CH:27]=4)[C@@H:19]([NH:21][S:38]([CH2:35][CH2:36][CH3:37])(=[O:40])=[O:39])[CH3:20])=[CH:14][CH:15]=3)[CH:10]=[N:9]2)=[CH:6][CH:7]=1. The catalyst class is: 47. (5) Reactant: [CH3:1][C:2]1[S:11][C:10]2[NH:9][C:8]3[CH:12]=[CH:13][CH:14]=[CH:15][C:7]=3[NH:6][C:5](=S)[C:4]=2[CH:3]=1.[C:17]1([S:23][CH2:24][CH2:25][C@H:26]2[CH2:31][NH:30][CH2:29][CH2:28][NH:27]2)[CH:22]=[CH:21][CH:20]=[CH:19][CH:18]=1. Product: [C:17]1([S:23][CH2:24][CH2:25][C@@H:26]2[NH:27][CH2:28][CH2:29][N:30]([C:5]3[C:4]4[CH:3]=[C:2]([CH3:1])[S:11][C:10]=4[NH:9][C:8]4[CH:12]=[CH:13][CH:14]=[CH:15][C:7]=4[N:6]=3)[CH2:31]2)[CH:18]=[CH:19][CH:20]=[CH:21][CH:22]=1. The catalyst class is: 17. (6) Product: [N:10]1[CH:11]=[CH:12][CH:13]=[N:14][C:9]=1[N:8]1[C:4]([OH:3])=[CH:5][C:6]([C:15]2[CH:20]=[CH:19][C:18]([N+:21]([O-:23])=[O:22])=[CH:17][CH:16]=2)=[N:7]1. Reactant: C([O:3][C:4](=O)[CH2:5][C:6]([C:15]1[CH:20]=[CH:19][C:18]([N+:21]([O-:23])=[O:22])=[CH:17][CH:16]=1)=[N:7][NH:8][C:9]1[N:14]=[CH:13][CH:12]=[CH:11][N:10]=1)C.C(OCC)(=O)C. The catalyst class is: 15. (7) Reactant: [Cl:1][C:2]1[CH:3]=[C:4]([CH2:32][C:33]([O:35]CC)=[O:34])[CH:5]=[CH:6][C:7]=1[N:8]1[C:16](=[O:17])[C:15]2[C:14]([O:18][CH2:19][C:20]([F:23])([F:22])[F:21])=[C:13]3[CH:24]=[CH:25][CH:26]=[CH:27][C:12]3=[C:11]([O:28][CH2:29][CH3:30])[C:10]=2[C:9]1=[O:31].C(O)(=O)C.Cl. Product: [Cl:1][C:2]1[CH:3]=[C:4]([CH2:32][C:33]([OH:35])=[O:34])[CH:5]=[CH:6][C:7]=1[N:8]1[C:16](=[O:17])[C:15]2[C:14]([O:18][CH2:19][C:20]([F:23])([F:21])[F:22])=[C:13]3[CH:24]=[CH:25][CH:26]=[CH:27][C:12]3=[C:11]([O:28][CH2:29][CH3:30])[C:10]=2[C:9]1=[O:31]. The catalyst class is: 6. (8) Reactant: [Br:1][C:2]1[C:7]([Cl:8])=[CH:6][C:5]([CH2:9][C:10]([O:12][C:13]2([C:29]#[N:30])[CH2:18][CH2:17][CH2:16][N:15]([C:19]([O:21][CH2:22][C:23]3[CH:28]=[CH:27][CH:26]=[CH:25][CH:24]=3)=[O:20])[CH2:14]2)=[O:11])=[C:4]([CH3:31])[CH:3]=1.C(N=P1(N(CC)CC)N(C)CCCN1C)(C)(C)C. Product: [NH2:30][C:29]1[C:13]2([CH2:18][CH2:17][CH2:16][N:15]([C:19]([O:21][CH2:22][C:23]3[CH:28]=[CH:27][CH:26]=[CH:25][CH:24]=3)=[O:20])[CH2:14]2)[O:12][C:10](=[O:11])[C:9]=1[C:5]1[CH:6]=[C:7]([Cl:8])[C:2]([Br:1])=[CH:3][C:4]=1[CH3:31]. The catalyst class is: 4. (9) Product: [Cl:8][C:4]1[CH:5]=[CH:6][CH:7]=[C:2]([Cl:1])[C:3]=1[C:9]([NH:11][C@H:12]([C:22]([O:24][CH3:25])=[O:23])[CH2:13][C:14]1[CH:15]=[CH:16][C:17]([CH2:20][NH:39][CH2:38][CH2:37][NH:36][C:31]2[CH:32]=[CH:33][CH:34]=[CH:35][N:30]=2)=[CH:18][CH:19]=1)=[O:10]. The catalyst class is: 34. Reactant: [Cl:1][C:2]1[CH:7]=[CH:6][CH:5]=[C:4]([Cl:8])[C:3]=1[C:9]([NH:11][C@H:12]([C:22]([O:24][CH3:25])=[O:23])[CH2:13][C:14]1[CH:19]=[CH:18][C:17]([CH:20]=O)=[CH:16][CH:15]=1)=[O:10].CC(O)=O.[N:30]1[CH:35]=[CH:34][CH:33]=[CH:32][C:31]=1[NH:36][CH2:37][CH2:38][NH2:39].[BH-](OC(C)=O)(OC(C)=O)OC(C)=O.[Na+].